Dataset: Full USPTO retrosynthesis dataset with 1.9M reactions from patents (1976-2016). Task: Predict the reactants needed to synthesize the given product. (1) Given the product [CH3:5][C:6]1[N:11]=[C:10]([C:12]2[CH:13]=[N:14][N:15]([CH3:21])[C:16]=2[C:17]([OH:19])=[O:18])[C:9]([CH3:22])=[CH:8][N:7]=1, predict the reactants needed to synthesize it. The reactants are: [OH-].[Na+].CO.[CH3:5][C:6]1[N:11]=[C:10]([C:12]2[CH:13]=[N:14][N:15]([CH3:21])[C:16]=2[C:17]([O:19]C)=[O:18])[C:9]([CH3:22])=[CH:8][N:7]=1. (2) Given the product [CH3:1][O:2][C:3]1[CH:4]=[CH:5][C:6]([CH2:7][N:8]2[CH:12]=[C:11]([C:13]([N:26]([O:25][CH3:21])[CH3:27])=[O:15])[CH:10]=[N:9]2)=[CH:16][CH:17]=1, predict the reactants needed to synthesize it. The reactants are: [CH3:1][O:2][C:3]1[CH:17]=[CH:16][C:6]([CH2:7][N:8]2[CH:12]=[C:11]([C:13]([OH:15])=O)[CH:10]=[N:9]2)=[CH:5][CH:4]=1.CN([C:21]([O:25][N:26]1N=NC2C=CC=N[C:27]1=2)=[N+](C)C)C.F[P-](F)(F)(F)(F)F.CNOC. (3) The reactants are: [CH:1]1([C:7]2[N:8]=[C:9]([C:15]3[C:16]([CH3:24])=[N:17][N:18]4[CH:23]=[CH:22][CH:21]=[CH:20][C:19]=34)[S:10][C:11]=2[C:12]([NH2:14])=O)[CH2:6][CH2:5][CH2:4][CH2:3][CH2:2]1.COC(OC)[N:28]([CH3:30])C.O.[NH2:34]N. Given the product [CH:1]1([C:7]2[N:8]=[C:9]([C:15]3[C:16]([CH3:24])=[N:17][N:18]4[CH:23]=[CH:22][CH:21]=[CH:20][C:19]=34)[S:10][C:11]=2[C:12]2[NH:28][CH:30]=[N:34][N:14]=2)[CH2:6][CH2:5][CH2:4][CH2:3][CH2:2]1, predict the reactants needed to synthesize it. (4) Given the product [Cl:1][C:2]1[CH:7]=[CH:6][C:5]([C@:8]2([O:17][C@H:16]([CH2:18][OH:19])[C@@H:14]([OH:15])[C@H:12]([OH:13])[C@H:10]2[OH:11])[OH:9])=[CH:4][C:3]=1[CH2:20][C:21]1[CH:22]=[CH:23][C:24]([O:27][C:28]2([C:33]([OH:35])=[O:34])[CH2:32][CH2:31][CH2:30][CH2:29]2)=[CH:25][CH:26]=1, predict the reactants needed to synthesize it. The reactants are: [Cl:1][C:2]1[CH:7]=[CH:6][C:5]([C@:8]2([O:17][C@H:16]([CH2:18][OH:19])[C@@H:14]([OH:15])[C@H:12]([OH:13])[C@H:10]2[OH:11])[OH:9])=[CH:4][C:3]=1[CH2:20][C:21]1[CH:26]=[CH:25][C:24]([O:27][C:28]2([C:33]([O:35]C)=[O:34])[CH2:32][CH2:31][CH2:30][CH2:29]2)=[CH:23][CH:22]=1.Cl. (5) Given the product [C:1]([C:3]1[CH:8]=[CH:7][C:6]([NH:9][C:10]([CH:12]2[NH:16][CH:15]([CH2:17][C:18]([CH3:21])([CH3:20])[CH3:19])[C:14]3([C:29]4[C:24](=[CH:25][C:26]([Br:30])=[CH:27][CH:28]=4)[NH:23][C:22]3=[O:31])[CH:13]2[C:32]2[CH:37]=[CH:36][CH:35]=[C:34]([Cl:38])[C:33]=2[F:39])=[O:11])=[C:5]([O:40][CH3:41])[CH:4]=1)(=[O:42])[NH2:2], predict the reactants needed to synthesize it. The reactants are: [C:1]([C:3]1[CH:8]=[CH:7][C:6]([NH:9][C:10]([CH:12]2[NH:16][CH:15]([CH2:17][C:18]([CH3:21])([CH3:20])[CH3:19])[C:14]3([C:29]4[C:24](=[CH:25][C:26]([Br:30])=[CH:27][CH:28]=4)[NH:23][C:22]3=[O:31])[CH:13]2[C:32]2[CH:37]=[CH:36][CH:35]=[C:34]([Cl:38])[C:33]=2[F:39])=[O:11])=[C:5]([O:40][CH3:41])[CH:4]=1)#[N:2].[OH:42]O.[OH-].[Na+].